This data is from Catalyst prediction with 721,799 reactions and 888 catalyst types from USPTO. The task is: Predict which catalyst facilitates the given reaction. (1) Reactant: [CH3:1][CH:2]1[CH:6]2[C:7]([NH:9][CH:10]=[C:11]([CH3:12])[CH:5]2[CH2:4][CH2:3]1)=[O:8].I[CH2:14][CH2:15][CH2:16][CH2:17][CH2:18][CH3:19]. Product: [CH2:14]([N:9]1[CH2:10][C@@H:11]([CH3:12])[C@H:5]2[CH2:4][CH2:3][C@H:2]([CH3:1])[C@H:6]2[C:7]1=[O:8])[CH2:15][CH2:16][CH2:17][CH2:18][CH3:19]. The catalyst class is: 1. (2) Reactant: C([O:4][CH2:5][C:6]([CH3:51])([CH3:50])[CH2:7][N:8]1[C:14]2[CH:15]=[CH:16][C:17]([Cl:19])=[CH:18][C:13]=2[C@@H:12]([C:20]2[CH:25]=[CH:24][CH:23]=[C:22]([O:26][CH3:27])[C:21]=2[O:28][CH3:29])[O:11][C@H:10]([CH2:30][C:31]([NH:33][C:34]2[CH:35]=[CH:36][C:37]3[O:41][C:40]([C:42]([O:44]CC)=[O:43])=[C:39]([CH3:47])[C:38]=3[CH:48]=2)=[O:32])[C:9]1=[O:49])(=O)C.[OH-].[Na+].Cl. Product: [Cl:19][C:17]1[CH:16]=[CH:15][C:14]2[N:8]([CH2:7][C:6]([CH3:50])([CH3:51])[CH2:5][OH:4])[C:9](=[O:49])[C@@H:10]([CH2:30][C:31]([NH:33][C:34]3[CH:35]=[CH:36][C:37]4[O:41][C:40]([C:42]([OH:44])=[O:43])=[C:39]([CH3:47])[C:38]=4[CH:48]=3)=[O:32])[O:11][C@H:12]([C:20]3[CH:25]=[CH:24][CH:23]=[C:22]([O:26][CH3:27])[C:21]=3[O:28][CH3:29])[C:13]=2[CH:18]=1. The catalyst class is: 214. (3) Reactant: [C:1]([O-:5])(=[O:4])[CH:2]=[CH2:3].[H][H].N(C(C)(C)C#N)=NC(C)(C)C#N.CCCCCC.[O:26]1[CH2:31]CO[CH2:28][CH2:27]1. Product: [C:1]([O:5][CH2:28][CH2:27][O:26][CH3:31])(=[O:4])[CH:2]=[CH2:3]. The catalyst class is: 7. (4) Reactant: [C:1]1([OH:7])[CH:6]=[CH:5][CH:4]=[CH:3][CH:2]=1.Cl[S:9]([N:12]=C=O)(=[O:11])=[O:10]. Product: [C:1]1([O:7][S:9](=[O:11])(=[O:10])[NH2:12])[CH:6]=[CH:5][CH:4]=[CH:3][CH:2]=1. The catalyst class is: 11.